Dataset: Peptide-MHC class I binding affinity with 185,985 pairs from IEDB/IMGT. Task: Regression. Given a peptide amino acid sequence and an MHC pseudo amino acid sequence, predict their binding affinity value. This is MHC class I binding data. (1) The MHC is HLA-A11:01 with pseudo-sequence HLA-A11:01. The binding affinity (normalized) is 0.551. The peptide sequence is LLHCVTESYK. (2) The peptide sequence is AEMKTDAAT. The MHC is HLA-B07:02 with pseudo-sequence HLA-B07:02. The binding affinity (normalized) is 0.0640. (3) The peptide sequence is PIQKETWETW. The MHC is HLA-A30:02 with pseudo-sequence HLA-A30:02. The binding affinity (normalized) is 0.00608. (4) The peptide sequence is ALAGNHWHV. The MHC is HLA-A02:11 with pseudo-sequence HLA-A02:11. The binding affinity (normalized) is 1.00. (5) The peptide sequence is ARVAASLAK. The MHC is HLA-B15:01 with pseudo-sequence HLA-B15:01. The binding affinity (normalized) is 0.0847. (6) The peptide sequence is RALSLAAVL. The MHC is HLA-A02:01 with pseudo-sequence HLA-A02:01. The binding affinity (normalized) is 0.236. (7) The peptide sequence is FPFKYAAVF. The MHC is Mamu-A2201 with pseudo-sequence Mamu-A2201. The binding affinity (normalized) is 1.00. (8) The peptide sequence is NLLVQYGAKI. The MHC is HLA-A02:06 with pseudo-sequence HLA-A02:06. The binding affinity (normalized) is 0.130. (9) The peptide sequence is LAPVPIPF. The MHC is Mamu-A02 with pseudo-sequence Mamu-A02. The binding affinity (normalized) is 0.376. (10) The peptide sequence is EEMNLPGRW. The MHC is HLA-A68:02 with pseudo-sequence HLA-A68:02. The binding affinity (normalized) is 0.